This data is from Full USPTO retrosynthesis dataset with 1.9M reactions from patents (1976-2016). The task is: Predict the reactants needed to synthesize the given product. Given the product [Cl:20][CH2:14][C:11]1[S:12][CH:13]=[C:9]([C:5]2[CH:6]=[CH:7][CH:8]=[C:3]([C:2]([F:17])([F:16])[F:1])[CH:4]=2)[N:10]=1, predict the reactants needed to synthesize it. The reactants are: [F:1][C:2]([F:17])([F:16])[C:3]1[CH:4]=[C:5]([C:9]2[N:10]=[C:11]([CH2:14]O)[S:12][CH:13]=2)[CH:6]=[CH:7][CH:8]=1.S(Cl)([Cl:20])=O.